This data is from Forward reaction prediction with 1.9M reactions from USPTO patents (1976-2016). The task is: Predict the product of the given reaction. Given the reactants Br[C:2]1[CH:3]=[CH:4][C:5]2[CH:11]=[CH:10][C:9]3[CH:12]=[CH:13][C:14](Br)=[CH:15][C:8]=3[B:7]([C:17]3[C:22]([C:23]([CH3:26])([CH3:25])[CH3:24])=[CH:21][C:20]([C:27]([CH3:30])([CH3:29])[CH3:28])=[CH:19][C:18]=3[C:31]([CH3:34])([CH3:33])[CH3:32])[C:6]=2[CH:35]=1.[C:36]1([C:42]#[CH:43])[CH:41]=[CH:40][CH:39]=[CH:38][CH:37]=1.Br[C:45]1[CH:46]=[CH:47][C:48]2[CH:54]=[CH:53]C3C=CC(Br)=CC=3[Sn](C)(C)[C:49]=2[CH:62]=1, predict the reaction product. The product is: [C:36]1([C:42]#[C:43][C:2]2[CH:3]=[CH:4][C:5]3[CH:11]=[CH:10][C:9]4[CH:12]=[CH:13][C:14]([C:53]#[C:54][C:48]5[CH:49]=[CH:62][CH:45]=[CH:46][CH:47]=5)=[CH:15][C:8]=4[B:7]([C:17]4[C:22]([C:23]([CH3:24])([CH3:26])[CH3:25])=[CH:21][C:20]([C:27]([CH3:30])([CH3:28])[CH3:29])=[CH:19][C:18]=4[C:31]([CH3:34])([CH3:33])[CH3:32])[C:6]=3[CH:35]=2)[CH:41]=[CH:40][CH:39]=[CH:38][CH:37]=1.